This data is from Full USPTO retrosynthesis dataset with 1.9M reactions from patents (1976-2016). The task is: Predict the reactants needed to synthesize the given product. Given the product [OH:24][C:20]1([C:13]2[CH:12]=[CH:11][CH:10]=[CH:9][C:8]=2[NH:7][C:6](=[O:14])[O:5][C:1]([CH3:4])([CH3:2])[CH3:3])[CH2:23][CH2:22][CH2:21]1, predict the reactants needed to synthesize it. The reactants are: [C:1]([O:5][C:6](=[O:14])[NH:7][C:8]1[CH:13]=[CH:12][CH:11]=[CH:10][CH:9]=1)([CH3:4])([CH3:3])[CH3:2].[Li]C(C)(C)C.[C:20]1(=[O:24])[CH2:23][CH2:22][CH2:21]1.